Dataset: Experimentally validated miRNA-target interactions with 360,000+ pairs, plus equal number of negative samples. Task: Binary Classification. Given a miRNA mature sequence and a target amino acid sequence, predict their likelihood of interaction. The miRNA is hsa-miR-3617-3p with sequence CAUCAGCACCCUAUGUCCUUUCU. The protein sequence of the target gene is MLVRRGARAGPRMPRGWTALCLLSLLPSGFMSLDNNGTATPELPTQGTFSNVSTNVSYQETTTPSTLGSTSLHPVSQHGNEATTNITETTVKFTSTSVITSVYGNTNSSVQSQTSVISTVFTTPANVSTPETTLKPSLSPGNVSDLSTTSTSLATSPTKPYTSSSPILSDIKAEIKCSGIREVKLTQGICLEQNKTSSCAEFKKDRGEGLARVLCGEEQADADAGAQVCSLLLAQSEVRPQCLLLVLANRTEISSKLQLMKKHQSDLKKLGILDFTEQDVASHQSYSQKTLIALVTSGAL.... Result: 0 (no interaction).